From a dataset of Forward reaction prediction with 1.9M reactions from USPTO patents (1976-2016). Predict the product of the given reaction. (1) Given the reactants Cl[C:2]1[N:7]=[C:6]([NH:8][C:9]2[CH:10]=[C:11]([CH2:15][CH2:16][OH:17])[CH:12]=[CH:13][CH:14]=2)[C:5]([Cl:18])=[CH:4][N:3]=1.[NH2:19][C:20]1[CH:21]=[C:22]([OH:26])[CH:23]=[CH:24][CH:25]=1.O.C1(C)C=CC(S(O)(=O)=O)=CC=1.C(=O)([O-])[O-].[K+].[K+], predict the reaction product. The product is: [Cl:18][C:5]1[C:6]([NH:8][C:9]2[CH:14]=[CH:13][CH:12]=[C:11]([CH2:15][CH2:16][OH:17])[CH:10]=2)=[N:7][C:2]([NH:19][C:20]2[CH:21]=[C:22]([OH:26])[CH:23]=[CH:24][CH:25]=2)=[N:3][CH:4]=1. (2) The product is: [F:8][C:9]1[CH:10]=[CH:11][C:12]([CH:15]([C:20]2[C:28]3[C:23](=[CH:24][C:25]([O:29][CH2:30][CH2:31][CH2:32][NH:33][C:41]4[CH:46]=[CH:45][CH:44]=[CH:43][N:42]=4)=[CH:26][CH:27]=3)[NH:22][CH:21]=2)[CH2:16][C:17]([OH:19])=[O:18])=[CH:13][CH:14]=1. Given the reactants FC(F)(F)C([O-])=O.[F:8][C:9]1[CH:14]=[CH:13][C:12]([CH:15]([C:20]2[C:28]3[C:23](=[CH:24][C:25]([O:29][CH2:30][CH2:31][CH2:32][N:33]([C:41]4[CH:46]=[CH:45][CH:44]=[CH:43][NH+:42]=4)CC4C=CC=CC=4)=[CH:26][CH:27]=3)[NH:22][CH:21]=2)[CH2:16][C:17]([OH:19])=[O:18])=[CH:11][CH:10]=1.C(=O)([O-])O.[Na+], predict the reaction product. (3) Given the reactants C[O:2][C:3]([C:5]1[CH:6]=[C:7]([CH:21]=[CH:22][CH:23]=1)[CH2:8][N:9]1[C:18]2[C:13](=[CH:14][CH:15]=[CH:16][CH:17]=2)[C:12](=[O:19])[NH:11][C:10]1=[O:20])=[O:4].[OH-].[Na+].O, predict the reaction product. The product is: [C:3]([C:5]1[CH:6]=[C:7]([CH:21]=[CH:22][CH:23]=1)[CH2:8][N:9]1[C:18]2[C:13](=[CH:14][CH:15]=[CH:16][CH:17]=2)[C:12](=[O:19])[NH:11][C:10]1=[O:20])([OH:4])=[O:2].